This data is from Full USPTO retrosynthesis dataset with 1.9M reactions from patents (1976-2016). The task is: Predict the reactants needed to synthesize the given product. (1) Given the product [C:1]([C:3]1[CH:4]=[C:5]([CH:36]=[CH:37][CH:38]=1)[CH2:6][N:7]([CH:8]1[CH2:13][CH2:12][N:11]([CH:14]([CH3:28])[CH2:15][CH2:16][NH:17][C:18](=[O:27])[C:19]2[C:24]([CH3:25])=[CH:23][CH:22]=[CH:21][C:20]=2[CH3:26])[CH2:10][CH2:9]1)[C:29]1[CH:34]=[CH:33][C:32]([O:35][C:46](=[O:48])[CH3:47])=[CH:31][CH:30]=1)#[N:2], predict the reactants needed to synthesize it. The reactants are: [C:1]([C:3]1[CH:4]=[C:5]([CH:36]=[CH:37][CH:38]=1)[CH2:6][N:7]([C:29]1[CH:34]=[CH:33][C:32]([OH:35])=[CH:31][CH:30]=1)[CH:8]1[CH2:13][CH2:12][N:11]([CH:14]([CH3:28])[CH2:15][CH2:16][NH:17][C:18](=[O:27])[C:19]2[C:24]([CH3:25])=[CH:23][CH:22]=[CH:21][C:20]=2[CH3:26])[CH2:10][CH2:9]1)#[N:2].CCN(CC)CC.[C:46](OC(=O)C)(=[O:48])[CH3:47]. (2) Given the product [CH2:1]([O:3][C:4]([N:6]1[C:15]2[C:10](=[CH:11][C:12]([C:16]([F:17])([F:18])[F:19])=[CH:13][CH:14]=2)[N:9]([CH:20]([C:23]2[CH:28]=[C:27]([C:29]([F:30])([F:31])[F:32])[CH:26]=[C:25]([C:33]([F:36])([F:35])[F:34])[CH:24]=2)[C:21]2[N:41]=[N:42][NH:43][N:22]=2)[CH2:8][CH:7]1[CH2:37][CH3:38])=[O:5])[CH3:2], predict the reactants needed to synthesize it. The reactants are: [CH2:1]([O:3][C:4]([N:6]1[C:15]2[C:10](=[CH:11][C:12]([C:16]([F:19])([F:18])[F:17])=[CH:13][CH:14]=2)[N:9]([CH:20]([C:23]2[CH:28]=[C:27]([C:29]([F:32])([F:31])[F:30])[CH:26]=[C:25]([C:33]([F:36])([F:35])[F:34])[CH:24]=2)[C:21]#[N:22])[CH2:8][CH:7]1[CH2:37][CH3:38])=[O:5])[CH3:2].[NH4+].[Cl-].[N-:41]=[N+:42]=[N-:43].[Na+]. (3) Given the product [CH:1]1([CH2:14][NH:15][CH:16]2[CH2:19][CH2:18][CH2:17]2)[C:13]2[N:5]([N:6]=[C:7]3[C:12]=2[CH:11]=[CH:10][CH:9]=[CH:8]3)[CH2:4][CH2:3][O:2]1, predict the reactants needed to synthesize it. The reactants are: [CH:1]1([CH2:14][NH2:15])[C:13]2[N:5]([N:6]=[C:7]3[C:12]=2[CH:11]=[CH:10][CH:9]=[CH:8]3)[CH2:4][CH2:3][O:2]1.[C:16]1(=O)[CH2:19][CH2:18][CH2:17]1. (4) Given the product [CH2:5]([O:4][CH2:3][CH:2]([C:12]1[N:17]=[C:16]([C:18]([NH:20][CH2:21][C:22]2[CH:27]=[CH:26][C:25]([F:28])=[CH:24][CH:23]=2)=[O:19])[C:15]([OH:29])=[C:14]([OH:30])[N:13]=1)[NH:1][CH2:40][CH2:39][Cl:38])[C:6]1[CH:11]=[CH:10][CH:9]=[CH:8][CH:7]=1, predict the reactants needed to synthesize it. The reactants are: [NH2:1][CH:2]([C:12]1[N:17]=[C:16]([C:18]([NH:20][CH2:21][C:22]2[CH:27]=[CH:26][C:25]([F:28])=[CH:24][CH:23]=2)=[O:19])[C:15]([OH:29])=[C:14]([OH:30])[N:13]=1)[CH2:3][O:4][CH2:5][C:6]1[CH:11]=[CH:10][CH:9]=[CH:8][CH:7]=1.C(N(CC)CC)C.[Cl:38][CH2:39][CH:40]=O.[BH3-]C#N.[Na+]. (5) The reactants are: [CH2:1]([O:8][C:9]([N:11]1[CH2:16][CH2:15][CH:14]([C:17]([OH:19])=O)[CH2:13][CH2:12]1)=[O:10])[C:2]1[CH:7]=[CH:6][CH:5]=[CH:4][CH:3]=1.S(Cl)([Cl:22])=O. Given the product [CH2:1]([O:8][C:9]([N:11]1[CH2:16][CH2:15][CH:14]([C:17]([Cl:22])=[O:19])[CH2:13][CH2:12]1)=[O:10])[C:2]1[CH:7]=[CH:6][CH:5]=[CH:4][CH:3]=1, predict the reactants needed to synthesize it. (6) Given the product [CH:9]1([C:7]([CH:12]2[CH2:14][CH2:13]2)([C:5]2[S:6][C:2]([C:22]3[CH:23]=[C:18]([N+:15]([O-:17])=[O:16])[CH:19]=[C:20]([N:33]4[CH2:38][CH2:37][O:36][CH2:35][CH2:34]4)[CH:21]=3)=[CH:3][N:4]=2)[OH:8])[CH2:11][CH2:10]1, predict the reactants needed to synthesize it. The reactants are: Br[C:2]1[S:6][C:5]([C:7]([CH:12]2[CH2:14][CH2:13]2)([CH:9]2[CH2:11][CH2:10]2)[OH:8])=[N:4][CH:3]=1.[N+:15]([C:18]1[CH:19]=[C:20]([N:33]2[CH2:38][CH2:37][O:36][CH2:35][CH2:34]2)[CH:21]=[C:22](B2OC(C)(C)C(C)(C)O2)[CH:23]=1)([O-:17])=[O:16].C([O-])([O-])=O.[Na+].[Na+].ClCCl.